From a dataset of Reaction yield outcomes from USPTO patents with 853,638 reactions. Predict the reaction yield, written as a fraction of the theoretical maximum amount of product (1.0 means a 100% yield; for example, 0.34 means a 34% yield). (1) The reactants are [I:1][C:2]1[C:7]([O:8][CH3:9])=[CH:6][C:5]([CH:10]([OH:15])[C:11]([CH3:14])([CH3:13])[CH3:12])=[C:4]([N+:16]([O-:18])=[O:17])[CH:3]=1.[C@:19]12([CH3:31])[C:25]([CH3:27])([CH3:26])[CH:22]([CH2:23][CH2:24]1)[CH2:21][CH:20]2[C:28](Cl)=[O:29]. The catalyst is CN(C1C=CN=CC=1)C.C(Cl)Cl. The product is [C@:19]12([CH3:31])[C:25]([CH3:26])([CH3:27])[CH:22]([CH2:23][CH2:24]1)[CH2:21][CH:20]2[C:28]([O:15][CH:10]([C:5]1[CH:6]=[C:7]([O:8][CH3:9])[C:2]([I:1])=[CH:3][C:4]=1[N+:16]([O-:18])=[O:17])[C:11]([CH3:14])([CH3:13])[CH3:12])=[O:29]. The yield is 0.800. (2) The reactants are C([O:4][CH2:5][C:6]([CH3:56])([CH3:55])[CH2:7][N:8]1[C:14]2[CH:15]=[CH:16][C:17]([Cl:19])=[CH:18][C:13]=2[C@@H:12]([C:20]2[CH:25]=[CH:24][CH:23]=[C:22]([O:26][CH3:27])[C:21]=2[O:28][CH3:29])[O:11][C@H:10]([CH2:30][C:31]([NH:33][C:34]2[S:35][C:36]([CH2:46][CH2:47][CH2:48][C:49]([O:51]CC)=[O:50])=[C:37]([C:39]3[CH:44]=[CH:43][C:42]([Cl:45])=[CH:41][CH:40]=3)[N:38]=2)=[O:32])[C:9]1=[O:54])(=O)C.[OH-].[Na+].Cl.O. The catalyst is C(O)C. The product is [Cl:19][C:17]1[CH:16]=[CH:15][C:14]2[N:8]([CH2:7][C:6]([CH3:56])([CH3:55])[CH2:5][OH:4])[C:9](=[O:54])[C@@H:10]([CH2:30][C:31]([NH:33][C:34]3[S:35][C:36]([CH2:46][CH2:47][CH2:48][C:49]([OH:51])=[O:50])=[C:37]([C:39]4[CH:40]=[CH:41][C:42]([Cl:45])=[CH:43][CH:44]=4)[N:38]=3)=[O:32])[O:11][C@H:12]([C:20]3[CH:25]=[CH:24][CH:23]=[C:22]([O:26][CH3:27])[C:21]=3[O:28][CH3:29])[C:13]=2[CH:18]=1. The yield is 0.546. (3) The reactants are [F:1][C:2]1[CH:7]=[CH:6][CH:5]=[CH:4][C:3]=1[NH:8][C:9]([NH2:11])=[S:10].BrBr. The catalyst is C(Cl)(Cl)Cl. The product is [F:1][C:2]1[C:3]2[N:8]=[C:9]([NH2:11])[S:10][C:4]=2[CH:5]=[CH:6][CH:7]=1. The yield is 0.720. (4) The reactants are C1C=CC2N(O)N=NC=2C=1.[O:11]=[C:12]([N:17]1[CH2:22][CH2:21][N:20]([C:23](=[O:34])[C:24]2[CH:29]=[CH:28][CH:27]=[CH:26][C:25]=2[C:30]([F:33])([F:32])[F:31])[CH2:19][CH2:18]1)[CH2:13][C:14](O)=[O:15].CCN=C=NCCCN(C)C.Cl.[NH2:47][C:48]1[CH:49]=[CH:50][C:51]2[O:55][C:54](=[O:56])[NH:53][C:52]=2[CH:57]=1. The catalyst is CN(C1C=CN=CC=1)C.CN(C=O)C.O. The product is [O:11]=[C:12]([N:17]1[CH2:18][CH2:19][N:20]([C:23](=[O:34])[C:24]2[CH:29]=[CH:28][CH:27]=[CH:26][C:25]=2[C:30]([F:33])([F:32])[F:31])[CH2:21][CH2:22]1)[CH2:13][C:14]([NH:47][C:48]1[CH:49]=[CH:50][C:51]2[O:55][C:54](=[O:56])[NH:53][C:52]=2[CH:57]=1)=[O:15]. The yield is 0.320. (5) The reactants are [CH3:1][O:2][C:3]1[CH:20]=[CH:19][C:18]([O:21][CH3:22])=[CH:17][C:4]=1[CH2:5][C:6]1[NH:7][C:8]2[C:13]([N:14]=1)=[C:12]([NH2:15])[N:11]=[C:10]([NH2:16])[N:9]=2.N1C=C2C(N=CN2)=NC=1.Cl[CH2:33][CH2:34][CH2:35][C:36]#[CH:37].C([O-])([O-])=O.[Cs+].[Cs+]. The catalyst is CN(C=O)C. The product is [CH3:1][O:2][C:3]1[CH:20]=[CH:19][C:18]([O:21][CH3:22])=[CH:17][C:4]=1[CH2:5][C:6]1[N:7]([CH2:37][CH2:36][CH2:35][C:34]#[CH:33])[C:8]2[C:13]([N:14]=1)=[C:12]([NH2:15])[N:11]=[C:10]([NH2:16])[N:9]=2. The yield is 0.250.